From a dataset of Experimentally validated miRNA-target interactions with 360,000+ pairs, plus equal number of negative samples. Binary Classification. Given a miRNA mature sequence and a target amino acid sequence, predict their likelihood of interaction. (1) The miRNA is hsa-miR-381-5p with sequence AGCGAGGUUGCCCUUUGUAUAU. The protein sequence of the target gene is MDKNELVQKAKLAEQAERYDDMAACMKSVTEQGAELSNEERNLLSVAYKNVVGARRSSWRVVSSIEQKTEGAEKKQQMAREYREKIETELRDICNDVLSLLEKFLIPNASQAESKVFYLKMKGDYYRYLAEVAAGDDKKGIVDQSQQAYQEAFEISKKEMQPTHPIRLGLALNFSVFYYEILNSPEKACSLAKTAFDEAIAELDTLSEESYKDSTLIMQLLRDNLTLWTSDTQGDEAEAGEGGEN. Result: 1 (interaction). (2) The miRNA is hsa-miR-3657 with sequence UGUGUCCCAUUAUUGGUGAUU. The protein sequence of the target gene is MQRMIQQFAAEYTSKTSSTQDPSQPNSTKNQSLPKASPVTTSPTAATTQNPVLSKLLMADQDSPLDLTVRKSQSEPSEQDGVLDLSTKKSPCASSTSLSHSPGCSSTQGNGRPGRPSQYRPDGLRSGDGVPPRSLQDGTREGFGHSTSLKVPLARSLQISEELLSRNQLSTAASLGPSGLQNHGQHLILSREASWAKPHYEFSLSRMKFRGNGALSNISDLPFLAENSAFPKMAHQTKQDGKRDMSHSSPVDLKIPQVRGMDLSWESRTGDQYSYSSLVMGSQTESALSKKLRAILPKQN.... Result: 0 (no interaction). (3) The miRNA is hsa-miR-192-5p with sequence CUGACCUAUGAAUUGACAGCC. The protein sequence of the target gene is MGPLTFRDVAIEFSLKEWQCLDTAQRNLYRNVMLENYRNLVFLGITVSKPDLITCLEQGKEAWSMKRHEIMVAKPTVMCSHFAQDLWPEQNIKDSFQKVTLKRYGKCRHENLPLRKGCESMDECKMHKGGCNGLNQCLTATQSKIFQCDKYVKVAHKFSNSNRHEIRHTKKKPFKCTKCGKSFGMISCLTEHSRIHTRVNFYKCEECGKAFNWSSTLTKHKRIHTGEKPYKCEECGKAFNQSSNLIKHKKIHTGEKPYKCEECGKTFNRFSTLTTHKIIHTGEKPYKCKECGKAFNRSST.... Result: 1 (interaction). (4) The miRNA is hsa-miR-2276-3p with sequence UCUGCAAGUGUCAGAGGCGAGG. The protein sequence of the target gene is MCGSALAFLTAALLSLHNCQRGPALVLGAAWVFSLVLGLGQSEHNRCGSANVVSCARCLQLGPECGWCVQEDFVSGGSGSERCDTVSSLISKGCPVDSIEYLSVHVVTSSENEINTQVTPGEVSVQLHPGAEANFMLKVRPLKKYPVDLYYLVDVSASMHNNIEKLNSVGNDLSKKMALYSRDFRLGFGSYVDKTVSPYISIHPERIHNQCSDYNLDCMPPHGYIHVLSLTENITEFEKAVHRQKISGNIDTPEGGFDAMLQAAVCESHIGWRKEAKRLLLVMTDQTSHLALDSKLAGIV.... Result: 0 (no interaction). (5) The miRNA is mmu-miR-338-3p with sequence UCCAGCAUCAGUGAUUUUGUUG. The protein sequence of the target gene is MFPAAPSPRTPGTGSRRGPLAGLGPGSTPRTASRKGLPLGSAVSSPVLFSPVGRRSSLSSRGTPTRMFPHHSITESVNYDVKTFGSSLPVKVMEALTLAEVDDQLTINIDEGGWACLVCKEKLIIWKIALSPITKLSVCKELQLPPSDFHWSADLVALSYSSPSGEAHSTQAVAVMVATREGSIRYWPSLAGEDTYTEAFVDSGGDKTYSFLTAVQGGSFILSSSGSQLIRLIPESSGKIHQHILPQGQGMLSGIGRKVSSLFGILSPSSDLTLSSVLWDRERSSFYSLTSSNISKWELD.... Result: 0 (no interaction). (6) The miRNA is hsa-miR-4670-5p with sequence AAGCGACCAUGAUGUAACUUCA. The protein sequence of the target gene is MVLLGLLQSGGWVLGQAMEQVTGGNLLSTLLIACAFTLSLVYLFRLAVGHMVQLPAGAKSPPHIYSPIPFLGHAIAFGKSPIEFLENAYEKYGPVFSFTMVGKTFTYLLGSDAAALLFNSKNEDLNAEEVYGRLTTPVFGKGVAYDVPNAIFLEQKKIIKSGLNIAHFKQYVPIIEKEAKEYFQSWGESGERNVFEALSELIILTASHCLHGKEIRSQLNEKVAQLYADLDGGFTHAAWLLPAWLPLPSFRRRDRAHREIKNIFYKAIQKRRLSKEPAEDILQTLLDSTYKDGRPLTDEE.... Result: 0 (no interaction).